Dataset: Reaction yield outcomes from USPTO patents with 853,638 reactions. Task: Predict the reaction yield, written as a fraction of the theoretical maximum amount of product (1.0 means a 100% yield; for example, 0.34 means a 34% yield). (1) The yield is 0.600. The reactants are [CH:1]1([C:7]2[C:15]3[C:10](=[N:11][CH:12]=[C:13]([C:16]([O:18][CH3:19])=[O:17])[CH:14]=3)[NH:9][C:8]=2[Si:20]([CH3:23])([CH3:22])[CH3:21])[CH2:6][CH2:5][CH2:4][CH2:3][CH2:2]1.[H-].[Na+].Br[CH2:27][C:28]([O:30][C:31]([CH3:34])([CH3:33])[CH3:32])=[O:29]. The catalyst is CN(C=O)C.CCOC(C)=O. The product is [C:31]([O:30][C:28](=[O:29])[CH2:27][N:9]1[C:10]2=[N:11][CH:12]=[C:13]([C:16]([O:18][CH3:19])=[O:17])[CH:14]=[C:15]2[C:7]([CH:1]2[CH2:2][CH2:3][CH2:4][CH2:5][CH2:6]2)=[C:8]1[Si:20]([CH3:22])([CH3:21])[CH3:23])([CH3:34])([CH3:33])[CH3:32]. (2) The reactants are Br[CH2:2][C:3]1[CH:4]=[C:5]2[N:11]=[C:10]([C:12]3[CH:17]=[CH:16][CH:15]=[CH:14][C:13]=3[N+:18]([O-:20])=[O:19])[S:9][C:6]2=[N:7][CH:8]=1.[C:21]([N:28]1[CH2:33][CH2:32][NH:31][CH2:30][CH2:29]1)([O:23][C:24]([CH3:27])([CH3:26])[CH3:25])=[O:22].C(N(CC)CC)C. The catalyst is C(#N)C. The product is [N+:18]([C:13]1[CH:14]=[CH:15][CH:16]=[CH:17][C:12]=1[C:10]1[S:9][C:6]2[C:5]([N:11]=1)=[CH:4][C:3]([CH2:2][N:31]1[CH2:30][CH2:29][N:28]([C:21]([O:23][C:24]([CH3:27])([CH3:26])[CH3:25])=[O:22])[CH2:33][CH2:32]1)=[CH:8][N:7]=2)([O-:20])=[O:19]. The yield is 0.740. (3) The reactants are Cl[C:2]1[CH:7]=[C:6]([NH:8]C(=O)OC(C)(C)C)[N:5]2[N:16]=[CH:17][C:18]([CH:19]=[O:20])=[C:4]2[N:3]=1.O1CCOCC1.[Cl:27][C:28]1[CH:29]=[C:30]([CH:32]=[CH:33][CH:34]=1)[NH2:31]. The catalyst is O. The product is [NH2:8][C:6]1[N:5]2[N:16]=[CH:17][C:18]([CH:19]=[O:20])=[C:4]2[N:3]=[C:2]([NH:31][C:30]2[CH:32]=[CH:33][CH:34]=[C:28]([Cl:27])[CH:29]=2)[CH:7]=1. The yield is 0.380. (4) The reactants are [CH3:1][O:2][C:3]1[CH:4]=[C:5](B(O)O)[CH:6]=[CH:7][C:8]=1[O:9][CH3:10].I[C:15]1[C:23]2[C:18](=[N:19][CH:20]=[N:21][C:22]=2[NH2:24])[N:17]([CH:25]([CH3:27])[CH3:26])[N:16]=1.C([O-])([O-])=O.[Na+].[Na+]. The catalyst is CCO.COCCOC.C1C=CC([P]([Pd]([P](C2C=CC=CC=2)(C2C=CC=CC=2)C2C=CC=CC=2)([P](C2C=CC=CC=2)(C2C=CC=CC=2)C2C=CC=CC=2)[P](C2C=CC=CC=2)(C2C=CC=CC=2)C2C=CC=CC=2)(C2C=CC=CC=2)C2C=CC=CC=2)=CC=1. The product is [CH:25]([N:17]1[C:18]2=[N:19][CH:20]=[N:21][C:22]([NH2:24])=[C:23]2[C:15]([C:5]2[CH:6]=[CH:7][C:8]([O:9][CH3:10])=[C:3]([O:2][CH3:1])[CH:4]=2)=[N:16]1)([CH3:27])[CH3:26]. The yield is 0.600.